From a dataset of Full USPTO retrosynthesis dataset with 1.9M reactions from patents (1976-2016). Predict the reactants needed to synthesize the given product. (1) Given the product [Br:1][C:2]1[CH:3]=[CH:4][C:5]([N:10]2[CH2:15][CH2:14][CH2:13][CH2:12][CH:11]2[CH3:16])=[C:6]([CH2:8][O:9][CH3:17])[CH:7]=1, predict the reactants needed to synthesize it. The reactants are: [Br:1][C:2]1[CH:3]=[CH:4][C:5]([N:10]2[CH2:15][CH2:14][CH2:13][CH2:12][CH:11]2[CH3:16])=[C:6]([CH2:8][OH:9])[CH:7]=1.[CH2:17](N(C(C)C)C(C)C)C.CS(Cl)(=O)=O.CCOCC. (2) Given the product [Cl:35][C:18]1[CH:17]=[CH:16][C:15]([C:10]2[C:9]([NH:8][CH2:2][C:1]([OH:5])=[O:4])=[CH:14][CH:13]=[CH:12][N:11]=2)=[CH:34][C:19]=1[C:20]([NH:22][CH2:23][C:24]12[CH2:25][CH:26]3[CH2:32][CH:30]([CH2:29][CH:28]([CH2:27]3)[CH2:33]1)[CH2:31]2)=[O:21], predict the reactants needed to synthesize it. The reactants are: [C:1]([O:5]CC)(=[O:4])[CH:2]=O.[NH2:8][C:9]1[C:10]([C:15]2[CH:16]=[CH:17][C:18]([Cl:35])=[C:19]([CH:34]=2)[C:20]([NH:22][CH2:23][C:24]23[CH2:33][CH:28]4[CH2:29][CH:30]([CH2:32][CH:26]([CH2:27]4)[CH2:25]2)[CH2:31]3)=[O:21])=[N:11][CH:12]=[CH:13][CH:14]=1.C(O[BH-](OC(=O)C)OC(=O)C)(=O)C.[Na+]. (3) Given the product [CH3:16][C:13]([C:12]1[N:19]([CH2:20][CH:21]2[CH2:26][CH2:25][O:24][CH2:23][CH2:22]2)[C:8]2[CH:7]=[CH:6][C:5]([NH:4][C:1](=[O:3])[CH3:2])=[CH:10][C:9]=2[N:11]=1)([CH3:17])[CH2:14][CH3:15], predict the reactants needed to synthesize it. The reactants are: [C:1]([NH:4][C:5]1[CH:6]=[CH:7][C:8]([NH:19][CH2:20][CH:21]2[CH2:26][CH2:25][O:24][CH2:23][CH2:22]2)=[C:9]([NH:11][C:12](=O)[C:13]([CH3:17])([CH3:16])[CH2:14][CH3:15])[CH:10]=1)(=[O:3])[CH3:2].